This data is from Catalyst prediction with 721,799 reactions and 888 catalyst types from USPTO. The task is: Predict which catalyst facilitates the given reaction. Reactant: P(Cl)(Cl)([Cl:3])=O.O[C:7]1[CH:12]=[C:11]([C:13]([OH:15])=[O:14])[N:10]=[C:9]([C:16]2[S:17][CH:18]=[CH:19][CH:20]=2)[N:8]=1. Product: [Cl:3][C:7]1[CH:12]=[C:11]([C:13]([OH:15])=[O:14])[N:10]=[C:9]([C:16]2[S:17][CH:18]=[CH:19][CH:20]=2)[N:8]=1. The catalyst class is: 47.